From a dataset of Reaction yield outcomes from USPTO patents with 853,638 reactions. Predict the reaction yield, written as a fraction of the theoretical maximum amount of product (1.0 means a 100% yield; for example, 0.34 means a 34% yield). (1) The reactants are O=S(Cl)[Cl:3].[C:5]([O:8][C:9]1[C:10]([CH3:19])=[C:11]([CH:15]=[C:16]([CH3:18])[CH:17]=1)[C:12](O)=[O:13])(=[O:7])[CH3:6].CN(C=O)C.C([O-])(O)=O.[Na+]. The catalyst is CCCCCCC.C(Cl)Cl. The product is [Cl:3][C:12]([C:11]1[C:10]([CH3:19])=[C:9]([O:8][C:5](=[O:7])[CH3:6])[CH:17]=[C:16]([CH3:18])[CH:15]=1)=[O:13]. The yield is 0.862. (2) The product is [Br:40][C:2]1[CH:11]=[CH:10][C:9]([N:12]([C:17]2[C:36]([CH:37]3[CH2:39][CH2:38]3)=[CH:35][C:20]3[C:21]([C:31](=[O:34])[NH:32][CH3:33])=[C:22]([C:24]4[CH:29]=[CH:28][C:27]([F:30])=[CH:26][CH:25]=4)[O:23][C:19]=3[CH:18]=2)[S:13]([CH3:16])(=[O:15])=[O:14])=[CH:8][C:3]=1[C:4]([O:6][CH3:7])=[O:5]. The catalyst is C(#N)C.[Cu]Br. The reactants are N[C:2]1[CH:11]=[CH:10][C:9]([N:12]([C:17]2[C:36]([CH:37]3[CH2:39][CH2:38]3)=[CH:35][C:20]3[C:21]([C:31](=[O:34])[NH:32][CH3:33])=[C:22]([C:24]4[CH:29]=[CH:28][C:27]([F:30])=[CH:26][CH:25]=4)[O:23][C:19]=3[CH:18]=2)[S:13]([CH3:16])(=[O:15])=[O:14])=[CH:8][C:3]=1[C:4]([O:6][CH3:7])=[O:5].[BrH:40].N([O-])=O.[Na+]. The yield is 0.550.